From a dataset of Reaction yield outcomes from USPTO patents with 853,638 reactions. Predict the reaction yield, written as a fraction of the theoretical maximum amount of product (1.0 means a 100% yield; for example, 0.34 means a 34% yield). (1) The reactants are Br[C:2]1[CH:7]=[CH:6][C:5]([C:8]2[CH:13]=[CH:12][C:11]([N:14]3[C:26]4[CH:25]=[C:24]5[C:27]([CH3:35])([CH3:34])[C:28]6[C:33]([C:23]5=[CH:22][C:21]=4[C:20]4[C:15]3=[CH:16][CH:17]=[CH:18][CH:19]=4)=[CH:32][CH:31]=[CH:30][CH:29]=6)=[CH:10][CH:9]=2)=[CH:4][CH:3]=1.[C:36]1([C:55]2[CH:60]=[CH:59][CH:58]=[CH:57][CH:56]=2)[CH:41]=[CH:40][C:39]([NH:42][C:43]2[CH:48]=[CH:47][C:46]([C:49]3[CH:54]=[CH:53][CH:52]=[CH:51][CH:50]=3)=[CH:45][CH:44]=2)=[CH:38][CH:37]=1.C(P(C(C)(C)C)C(C)(C)C)(C)(C)C.CC([O-])(C)C.[Na+]. The catalyst is C1(C)C=CC=CC=1.CC([O-])=O.CC([O-])=O.[Pd+2]. The product is [C:46]1([C:49]2[CH:50]=[CH:51][CH:52]=[CH:53][CH:54]=2)[CH:45]=[CH:44][C:43]([N:42]([C:39]2[CH:40]=[CH:41][C:36]([C:55]3[CH:60]=[CH:59][CH:58]=[CH:57][CH:56]=3)=[CH:37][CH:38]=2)[C:2]2[CH:7]=[CH:6][C:5]([C:8]3[CH:13]=[CH:12][C:11]([N:14]4[C:26]5[CH:25]=[C:24]6[C:27]([CH3:35])([CH3:34])[C:28]7[C:33]([C:23]6=[CH:22][C:21]=5[C:20]5[C:15]4=[CH:16][CH:17]=[CH:18][CH:19]=5)=[CH:32][CH:31]=[CH:30][CH:29]=7)=[CH:10][CH:9]=3)=[CH:4][CH:3]=2)=[CH:48][CH:47]=1. The yield is 0.460. (2) The reactants are [OH:1][C:2]1[CH:11]=[CH:10][C:5]2[N:6]=[C:7]([SH:9])[O:8][C:4]=2[CH:3]=1.[C:12](=O)(O)[O-].[Na+].S(OC)(OC)(=O)=O. The catalyst is O. The product is [OH:1][C:2]1[CH:11]=[CH:10][C:5]2[N:6]=[C:7]([S:9][CH3:12])[O:8][C:4]=2[CH:3]=1. The yield is 0.250. (3) The reactants are [BH4-].[BH4-].[BH4-].[BH4-].[Na+].[Na+].[Na+].[Na+].[CH:9]1[C:18]2[C:13](=[CH:14][CH:15]=[CH:16][CH:17]=2)[CH:12]=[CH:11][C:10]=1[C:19]1[CH2:20][CH:21]2[N:27]([CH:28]=1)[C:26](=[O:29])[C:25]1[CH:30]=[C:31]([O:36][CH3:37])[C:32]([O:34][CH3:35])=[CH:33][C:24]=1[N:23](COCC[Si](C)(C)C)[CH2:22]2.C(O)C.C1COCC1. The catalyst is O. The product is [CH3:37][O:36][C:31]1[C:32]([O:34][CH3:35])=[CH:33][C:24]2[N:23]=[CH:22][C@@H:21]3[CH2:20][C:19]([C:10]4[CH:11]=[CH:12][C:13]5[C:18](=[CH:17][CH:16]=[CH:15][CH:14]=5)[CH:9]=4)=[CH:28][N:27]3[C:26](=[O:29])[C:25]=2[CH:30]=1. The yield is 0.220. (4) The reactants are [CH3:1][O:2][C:3](=[O:13])[C:4]1[CH:9]=[CH:8][C:7]([NH2:10])=[CH:6][C:5]=1[O:11][CH3:12].[S-:14][C:15]#[N:16].[K+].BrBr. The catalyst is C(O)(=O)C. The product is [CH3:1][O:2][C:3]([C:4]1[C:5]([O:11][CH3:12])=[CH:6][C:7]2[N:10]=[C:15]([NH2:16])[S:14][C:8]=2[CH:9]=1)=[O:13]. The yield is 0.820. (5) The reactants are C(OC([N:8]1[CH2:11][CH:10]([NH:12][C:13]2[CH:14]=[C:15]3[C:24](=[CH:25][C:26]=2[C:27]2[CH:32]=[CH:31]C(Cl)=CC=2Cl)[O:23][CH2:22][C:21]2[N:16]3[C@@H:17]([CH3:36])[C:18](=[O:35])[NH:19][N:20]=2)[CH2:9]1)=O)(C)(C)C.[C:37]([OH:43])([C:39]([F:42])([F:41])[F:40])=[O:38]. The catalyst is C(Cl)Cl. The product is [F:40][C:39]([F:42])([F:41])[C:37]([OH:43])=[O:38].[NH:8]1[CH2:11][CH:10]([NH:12][C:13]2[CH:14]=[C:15]3[C:24](=[CH:25][C:26]=2[CH:27]2[CH2:32][CH2:31]2)[O:23][CH2:22][C:21]2[N:16]3[C@@H:17]([CH3:36])[C:18](=[O:35])[NH:19][N:20]=2)[CH2:9]1. The yield is 0.950. (6) The reactants are [CH3:1][C:2]1([CH3:11])[CH2:7][C:6](=O)[CH2:5][C:4]([CH3:10])([CH3:9])[NH:3]1.[CH2:12]([NH2:16])[CH2:13][CH2:14][CH3:15].[H][H]. The catalyst is [C].[Pt].CO. The product is [CH2:12]([NH:16][CH:6]1[CH2:7][C:2]([CH3:11])([CH3:1])[NH:3][C:4]([CH3:10])([CH3:9])[CH2:5]1)[CH2:13][CH2:14][CH3:15]. The yield is 0.920. (7) The product is [CH3:18][CH:17]1[CH2:16][CH2:15][N:14]([C:19](=[O:21])[CH3:20])[CH2:13][CH:12]1[N:2]([CH3:1])[C:3]1[C:4]2[CH:11]=[CH:10][NH:9][C:5]=2[N:6]=[CH:7][N:8]=1. The reactants are [CH3:1][N:2]([CH:12]1[CH:17]([CH3:18])[CH2:16][CH2:15][NH:14][CH2:13]1)[C:3]1[C:4]2[CH:11]=[CH:10][NH:9][C:5]=2[N:6]=[CH:7][N:8]=1.[C:19](Cl)(=[O:21])[CH3:20]. The yield is 0.150. The catalyst is ClCCl.N1C=CC=CC=1.